This data is from Forward reaction prediction with 1.9M reactions from USPTO patents (1976-2016). The task is: Predict the product of the given reaction. (1) Given the reactants [Cl:1][C:2]1[CH:10]=[C:9]2[C:5]([C:6]([C:18]([N:20]3[CH2:25][CH2:24][C:23]4([C:29]5[CH:30]=[CH:31][CH:32]=[CH:33][C:28]=5[CH2:27][O:26]4)[CH2:22][CH2:21]3)=[O:19])=[CH:7][N:8]2[CH2:11][C@H:12]2[CH2:17][CH2:16][CH2:15][NH:14][CH2:13]2)=[CH:4][CH:3]=1.[CH3:34]C(O)=O.[BH3-]C#N.[Na+], predict the reaction product. The product is: [Cl:1][C:2]1[CH:10]=[C:9]2[C:5]([C:6]([C:18]([N:20]3[CH2:21][CH2:22][C:23]4([C:29]5[CH:30]=[CH:31][CH:32]=[CH:33][C:28]=5[CH2:27][O:26]4)[CH2:24][CH2:25]3)=[O:19])=[CH:7][N:8]2[CH2:11][C@H:12]2[CH2:17][CH2:16][CH2:15][N:14]([CH3:34])[CH2:13]2)=[CH:4][CH:3]=1. (2) Given the reactants [Si:1]([O:8][CH2:9][C:10]1[S:14][C:13]([CH2:15][C:16]([OH:18])=[O:17])=[CH:12][CH:11]=1)([C:4]([CH3:7])([CH3:6])[CH3:5])([CH3:3])[CH3:2].[Cl:19][C:20]1[CH:21]=[N+:22]([O-:40])[CH:23]=[C:24]([Cl:39])[C:25]=1[CH2:26][C@@H:27]([C:29]1[CH:34]=[CH:33][C:32]([O:35][CH3:36])=[C:31]([O:37][CH3:38])[CH:30]=1)O.Cl.CN(C)CCCN=C=NCC, predict the reaction product. The product is: [Cl:39][C:24]1[CH:23]=[N+:22]([O-:40])[CH:21]=[C:20]([Cl:19])[C:25]=1[CH2:26][C@H:27]([O:17][C:16](=[O:18])[CH2:15][C:13]1[S:14][C:10]([CH2:9][O:8][Si:1]([C:4]([CH3:7])([CH3:6])[CH3:5])([CH3:3])[CH3:2])=[CH:11][CH:12]=1)[C:29]1[CH:34]=[CH:33][C:32]([O:35][CH3:36])=[C:31]([O:37][CH3:38])[CH:30]=1. (3) Given the reactants [N+:1]([C:4]1[CH:9]=[CH:8][C:7]([NH:10]N)=[CH:6][CH:5]=1)([O-:3])=[O:2].C(O)(=O)C.[CH3:16][CH:17]([CH3:21])[C:18](=O)[CH3:19].S(=O)(=O)(O)O, predict the reaction product. The product is: [CH3:19][C:18]1[C:17]([CH3:21])([CH3:16])[C:6]2[CH:5]=[C:4]([N+:1]([O-:3])=[O:2])[CH:9]=[CH:8][C:7]=2[N:10]=1. (4) Given the reactants [Cl:1][C:2]1[CH:3]=[CH:4][C:5]([O:9][CH3:10])=[C:6]([CH:8]=1)[NH2:7].N1C=CC=CC=1.[CH3:17][O:18][C:19]1[CH:28]=[CH:27][C:26]([S:29](Cl)(=[O:31])=[O:30])=[C:25]2[C:20]=1[CH2:21][C@@H:22]([NH:33][C:34](=[O:39])[C:35]([F:38])([F:37])[F:36])[CH2:23][O:24]2, predict the reaction product. The product is: [Cl:1][C:2]1[CH:3]=[CH:4][C:5]([O:9][CH3:10])=[C:6]([NH:7][S:29]([C:26]2[CH:27]=[CH:28][C:19]([O:18][CH3:17])=[C:20]3[C:25]=2[O:24][CH2:23][C@H:22]([NH:33][C:34](=[O:39])[C:35]([F:38])([F:36])[F:37])[CH2:21]3)(=[O:30])=[O:31])[CH:8]=1.